From a dataset of Forward reaction prediction with 1.9M reactions from USPTO patents (1976-2016). Predict the product of the given reaction. (1) Given the reactants OC1C=CC(C(F)(F)F)=CC=1C1CCCCC=1C1N=C(C(OCC)=O)C=CC=1.C1(C[O:36][C:37]2[CH:42]=[CH:41][C:40]([C:43]([F:46])([F:45])[F:44])=[CH:39][C:38]=2[C:47]2[CH2:52][CH2:51][CH2:50][CH2:49][C:48]=2[C:53]2[CH:54]=[C:55]([C:59]([O:61][CH2:62][CH3:63])=[O:60])[CH:56]=[N:57][CH:58]=2)C=CC=CC=1, predict the reaction product. The product is: [OH:36][C:37]1[CH:42]=[CH:41][C:40]([C:43]([F:44])([F:45])[F:46])=[CH:39][C:38]=1[C:47]1[CH2:52][CH2:51][CH2:50][CH2:49][C:48]=1[C:53]1[CH:54]=[C:55]([C:59]([O:61][CH2:62][CH3:63])=[O:60])[CH:56]=[N:57][CH:58]=1. (2) Given the reactants NC1(C2C=CC(C3C(C4C=CC=CC=4)=CC4N(CCC#N)C(=O)COC=4N=3)=CC=2)CCC1.C(OC(=O)[NH:39][C:40]1([C:44]2[CH:49]=[CH:48][C:47]([C:50]3[C:51]([C:67]4[CH:72]=[CH:71][CH:70]=[CH:69][CH:68]=4)=[CH:52][C:53]4[N:58]([CH2:59][CH2:60][CH2:61][CH2:62][C:63]#[N:64])[C:57](=[O:65])[CH2:56][O:55][C:54]=4[N:66]=3)=[CH:46][CH:45]=2)[CH2:43][CH2:42][CH2:41]1)(C)(C)C, predict the reaction product. The product is: [NH2:39][C:40]1([C:44]2[CH:45]=[CH:46][C:47]([C:50]3[C:51]([C:67]4[CH:68]=[CH:69][CH:70]=[CH:71][CH:72]=4)=[CH:52][C:53]4[N:58]([CH2:59][CH2:60][CH2:61][CH2:62][C:63]#[N:64])[C:57](=[O:65])[CH2:56][O:55][C:54]=4[N:66]=3)=[CH:48][CH:49]=2)[CH2:43][CH2:42][CH2:41]1. (3) Given the reactants [CH3:1][C:2]1[C:3]([CH2:14][S:15][C:16]2[NH:20][C:19]3[CH:21]=[CH:22][CH:23]=[CH:24][C:18]=3[N:17]=2)=[N:4][CH:5]=[CH:6][C:7]=1[O:8][CH2:9][C:10]([F:13])([F:12])[F:11].[O-:25]S([O-])(=S)=O.[Na+].[Na+].C(O)(=O)C, predict the reaction product. The product is: [CH3:1][C:2]1[C:7]([O:8][CH2:9][C:10]([F:12])([F:11])[F:13])=[CH:6][CH:5]=[N:4][C:3]=1[CH2:14][S+:15]([O-:25])[C:16]1[NH:20][C:19]2[CH:21]=[CH:22][CH:23]=[CH:24][C:18]=2[N:17]=1. (4) Given the reactants [Mg].II.[CH3:4][O:5][C:6]1[CH:11]=[CH:10][C:9](Br)=[CH:8][CH:7]=1.[O:13]1[CH2:19][C:18](=[O:20])[CH2:17][O:16][CH2:15][CH2:14]1, predict the reaction product. The product is: [CH3:4][O:5][C:6]1[CH:11]=[CH:10][C:9]([C:18]2([OH:20])[CH2:17][O:16][CH2:15][CH2:14][O:13][CH2:19]2)=[CH:8][CH:7]=1. (5) The product is: [O:3]=[C:2]1[N:18]([C:19]2[CH:24]=[CH:23][CH:22]=[CH:21][CH:20]=2)[CH:4]=[C:5]([C:8]([O:10][CH3:11])=[O:9])[CH:6]=[CH:7]1. Given the reactants O=[C:2]1[CH:7]=[CH:6][C:5]([C:8]([O:10][CH3:11])=[O:9])=[CH:4][O:3]1.N1C=CC=CC=1.[NH2:18][C:19]1[CH:24]=[CH:23][CH:22]=[CH:21][CH:20]=1, predict the reaction product. (6) Given the reactants I[C:2]1[CH:12]=[CH:11][C:5]([C:6]([O:8][CH2:9][CH3:10])=[O:7])=[CH:4][CH:3]=1.[C:13](Cl)(=[O:18])[C:14]([CH3:17])([CH3:16])[CH3:15], predict the reaction product. The product is: [C:13]([C:2]1[CH:12]=[CH:11][C:5]([C:6]([O:8][CH2:9][CH3:10])=[O:7])=[CH:4][CH:3]=1)(=[O:18])[C:14]([CH3:17])([CH3:16])[CH3:15]. (7) Given the reactants CC1N(CCCNCC(NC2N(C)N=C(C)C=2C(C2C(F)=CC=CC=2)=O)=[O:14])CCCC1.C(/C(O)=O)=C/C(O)=O.[NH2:40][C@H:41]([C:50]([OH:52])=[O:51])[CH2:42][C:43]1[CH:48]=[CH:47][C:46]([OH:49])=[CH:45][CH:44]=1.ON(O)[C@H](C(O)=O)CC1C=CC=CC=1.P([O-])([O-])([O-])=O.[Na+].[Na+].[Na+].B(O)(O)O.O=C1O[C@H]([C@H](CO)O)C(O)=C1O, predict the reaction product. The product is: [O:51]=[C:50]([C@H:41]([CH2:42][C:43]1[CH:44]=[C:45]([OH:14])[C:46]([OH:49])=[CH:47][CH:48]=1)[NH2:40])[OH:52]. (8) Given the reactants [I:1][C:2]1[CH:7]=[C:6]([C:8]([F:11])([F:10])[F:9])[CH:5]=[CH:4][C:3]=1[NH2:12].[CH3:13][S:14](Cl)(=[O:16])=[O:15], predict the reaction product. The product is: [I:1][C:2]1[CH:7]=[C:6]([C:8]([F:10])([F:11])[F:9])[CH:5]=[CH:4][C:3]=1[NH:12][S:14]([CH3:13])(=[O:16])=[O:15]. (9) The product is: [CH2:1]([C:3]1[C:4]([C:10]2[CH:15]=[CH:14][C:13]([C:16]([CH2:23][CH3:24])([OH:19])[CH2:17][CH3:18])=[CH:12][C:11]=2[CH2:20][CH2:21][CH3:22])=[CH:5][C:6]([OH:9])=[CH:7][CH:8]=1)[CH3:2]. Given the reactants [CH2:1]([C:3]1[CH:8]=[CH:7][C:6]([OH:9])=[CH:5][C:4]=1[C:10]1[CH:15]=[CH:14][C:13]([C:16](=[O:19])[CH2:17][CH3:18])=[CH:12][C:11]=1[CH2:20][CH2:21][CH3:22])[CH3:2].[CH2:23]([Mg]Br)[CH3:24].[Cl-].[NH4+], predict the reaction product. (10) The product is: [C:10]([O:14][C:15](=[O:26])[CH2:16][N:17]([C:27]([O:1][NH:2][C:3]([O:4][C:5]([CH3:8])([CH3:7])[CH3:6])=[O:9])=[O:28])[CH2:18][C:19]([O:21][C:22]([CH3:25])([CH3:24])[CH3:23])=[O:20])([CH3:13])([CH3:12])[CH3:11]. Given the reactants [OH:1][NH:2][C:3](=[O:9])[O:4][C:5]([CH3:8])([CH3:7])[CH3:6].[C:10]([O:14][C:15](=[O:26])[CH2:16][NH:17][CH2:18][C:19]([O:21][C:22]([CH3:25])([CH3:24])[CH3:23])=[O:20])([CH3:13])([CH3:12])[CH3:11].[C:27](N1C=CN=C1)(N1C=CN=C1)=[O:28], predict the reaction product.